This data is from Full USPTO retrosynthesis dataset with 1.9M reactions from patents (1976-2016). The task is: Predict the reactants needed to synthesize the given product. Given the product [O:9]1[CH2:10][CH2:11][O:12][CH:8]1[C:5]1[CH:6]=[CH:7][C:2]([C:13]#[N:14])=[N:3][CH:4]=1, predict the reactants needed to synthesize it. The reactants are: Br[C:2]1[CH:7]=[CH:6][C:5]([CH:8]2[O:12][CH2:11][CH2:10][O:9]2)=[CH:4][N:3]=1.[CH3:13][N:14](C=O)C.